This data is from Peptide-MHC class II binding affinity with 134,281 pairs from IEDB. The task is: Regression. Given a peptide amino acid sequence and an MHC pseudo amino acid sequence, predict their binding affinity value. This is MHC class II binding data. The peptide sequence is IVQTLNAMPEYQNLL. The MHC is HLA-DPA10201-DPB10501 with pseudo-sequence HLA-DPA10201-DPB10501. The binding affinity (normalized) is 0.486.